This data is from Experimentally validated miRNA-target interactions with 360,000+ pairs, plus equal number of negative samples. The task is: Binary Classification. Given a miRNA mature sequence and a target amino acid sequence, predict their likelihood of interaction. (1) The miRNA is mmu-miR-1b-3p with sequence UGGGUACAUAAAGAAGUAUGUGC. Result: 0 (no interaction). The protein sequence of the target gene is MAPQMYEFHLPLSPEELLKSGGVNQYVVQEVLSIKHLPPQLRAFQAAFRAQGPLAMLQHFDTIYSILHHFRSIDPGLKEDTLQFLIKVVSRHSQELPAILDDTTLSGSDRNAHLNALKMNCYALIRLLESFETMASQTNLVDLDLGGKGKKARTKAAHGFDWEEERQPILQLLTQLLQLDIRHLWNHSIIEEEFVSLVTGCCYRLLENPTINHQKNRPTREAITHLLGVALTRYNHMLSATVKIIQMLQHFEHLAPVLVAAVSLWATDYGMKSIVGEIVREIGQKCPQELSRDPSGTKGF.... (2) The protein sequence of the target gene is MFRCGGLAAGALKQKLVPLVRTVCVRSPRQRNRLPGNLFQRWHVPLELQMTRQMASSGASGGKIDNSVLVLIVGLSTVGAGAYAYKTMKEDEKRYNERISGLGLTPEQKQKKAALSASEGEEVPQDKAPSHVPFLLIGGGTAAFAAARSIRARDPGARVLIVSEDPELPYMRPPLSKELWFSDDPNVTKTLRFKQWNGKERSIYFQPPSFYVSAQDLPHIENGGVAVLTGKKVVQLDVRDNMVKLNDGSQITYEKCLIATGGTPRSLSAIDRAGAEVKSRTTLFRKIGDFRSLEKISREV.... Result: 1 (interaction). The miRNA is hsa-miR-155-5p with sequence UUAAUGCUAAUCGUGAUAGGGGUU. (3) The miRNA is mmu-miR-199a-5p with sequence CCCAGUGUUCAGACUACCUGUUC. The protein sequence of the target gene is MTDLEKPSITGHMFDVVVIGGGISGLAAAKLLSEYKINVLVLEARDRVGGRTYTVRNEHVKWVDVGGAYVGPTQNRILRLSKELGIETYKVNVNERLVQYVKGKTYPFRGAFPPVWNPLAYLDYNNLWRTMDDMGKEIPVDAPWQARHAEEWDKITMKDLIDKICWTKTAREFAYLFVNINVTSEPHEVSALWFLWYVRQCGGTSRIFSVTNGGQERKFVGGSGQISEQIMVLLGDKVKLSSPVTYIDQTDDNIIIETLNHEHYECKYVISAIPPVLTAKIHFKPELPPERNQLIQRLPM.... Result: 1 (interaction). (4) The miRNA is hsa-miR-30a-3p with sequence CUUUCAGUCGGAUGUUUGCAGC. The protein sequence of the target gene is MERSPGEGPSPSPMDQPSAPSDPTDQPPAAHAKPDPGSGGQPAGPGAAGEALAVLTSFGRRLLVLIPVYLAGAVGLSVGFVLFGLALYLGWRRVRDEKERSLRAARQLLDDEEQLTAKTLYMSHRELPAWVSFPDVEKAEWLNKIVAQVWPFLGQYMEKLLAETVAPAVRGSNPHLQTFTFTRVELGEKPLRIIGVKVHPGQRKEQILLDLNISYVGDVQIDVEVKKYFCKAGVKGMQLHGVLRVILEPLIGDLPFVGAVSMFFIRRPTLDINWTGMTNLLDIPGLSSLSDTMIMDSIAA.... Result: 1 (interaction). (5) The miRNA is hsa-miR-126-5p with sequence CAUUAUUACUUUUGGUACGCG. The protein sequence of the target gene is MDEQPRLMHSHAGVGMAGHPGLSQHLQDGAGGTEGEGGRKQDIGDILQQIMTITDQSLDEAQARKHALNCHRMKPALFNVLCEIKEKTVLSIRGAQEEEPTDPQLMRLDNMLLAEGVAGPEKGGGSAAAAAAAAASGGAGSDNSVEHSDYRAKLSQIRQIYHTELEKYEQACNEFTTHVMNLLREQSRTRPISPKEIERMVSIIHRKFSSIQMQLKQSTCEAVMILRSRFLDARRKRRNFNKQATEILNEYFYSHLSNPYPSEEAKEELAKKCGITVSQVSNWFGNKRIRYKKNIGKFQE.... Result: 0 (no interaction). (6) The miRNA is mmu-miR-669p-3p with sequence CAUAACAUACACACACACACGUAU. The protein sequence of the target gene is MAERPARRAPPARALLLALAGALLAPRAARGMSLWDQRGTYEVARASLLSKDPGIPGQSIPAKDHPDVLTVQLQLESRDLILSLERNEGLIANGFTETHYLQDGTDVSLTRNHTDHCYYHGHVQGDAASVVSLSTCSGLRGLIMFENKTYSLEPMKNTTDSYKLVPAESMTNIQGLCGSQHNKSNLTMEDVSPGTSQMRARRHKRETLKMTKYVELVIVADNREFQRQGKDLEKVKQRLIEIANHVDKFYRPLNIRIVLVGVEVWNDIDKCSISQDPFTSLHEFLDWRKIKLLPRKSHDN.... Result: 0 (no interaction). (7) The miRNA is cel-lsy-6-3p with sequence UUUUGUAUGAGACGCAUUUCGA. The protein sequence of the target gene is MAPPSRHCLLLISTLGVFALNCFTKGQKNSTLIFTRENTIRNCSCSADIRDCDYSLANLMCNCKTVLPLAVERTSYNGHLTIWFTDTSALGHLLNFTLVQDLKLSLCSTNTLPTEYLAICGLKRLRINMEAKHPFPEQSLLIHSGGDSDSREKPMWLHKGWQPCMYISFLDMALFNRDSAFKSYSIENVTSIANNFPDFSYFRTFPMPSNKSYVVTFIY. Result: 0 (no interaction). (8) The miRNA is hsa-miR-192-5p with sequence CUGACCUAUGAAUUGACAGCC. The protein sequence of the target gene is MQPAIQVWFGEDLPLSPRSPLTPRHGPGLANVCQYDEWIAVRHEATLLPMQEDLSIWLSGLLGIKVKAEKLLEELDNGVLLCQLIDVLQNMVKTCNSEESGNFPMRKVPCKKDAASGSFFARDNTANFLHWCRDIGVDETYLFESEGLVLHKDPRQVYLCLLEIGRIVSRYGVEPPVLVKLEKEIELEETLLNTSGPEDSISIPKSCCRHEELHEAVKHIAEDPPCSCSHRFSIEYLSEGRYRLGDKILFIRMLHGKHVMVRVGGGWDTLQGFLLKYDPCRILQFATLEQKILAFQKGVS.... Result: 1 (interaction). (9) The miRNA is mmu-miR-290a-3p with sequence AAAGUGCCGCCUAGUUUUAAGCCC. The protein sequence of the target gene is MGTSHQVFLVLSCLLTGPGLISCQLLLPSILPNENEKIVQLNSSFSLRCVGESEVSWQHPMSEEDDPNVEIRSEENNSGLFVTVLEVVNASAAHTGWYTCYYNHTQTDESEIEGRHIYIYVPDPDMAFVPLGMTDSLVIVEEDDSAIIPCRTTDPETQVTLHNNGRLVPASYDSRQGFNGTFSVGPYICEATVKGRTFKTSEFNVYALKATSELNLEMDARQTVYKAGETIVVTCAVFNNEVVDLQWTYPGEVRNKGITMLEEIKLPSIKLVYTLTVPKATVKDSGEYECAARQATKEVK.... Result: 0 (no interaction). (10) The miRNA is hsa-miR-6086 with sequence GGAGGUUGGGAAGGGCAGAG. The protein sequence of the target gene is MKCSLRVWFLSVAFLLVFIMSLLFTYSHHSMATLPYLDSGALDGTHRVKLVPGYAGLQRLSKERLSGKSCACRRCMGDAGASDWFDSHFDGNISPVWTRENMDLPPDVQRWWMMLQPQFKSHNTNEVLEKLFQIVPGENPYRFRDPHQCRRCAVVGNSGNLRGSGYGQDVDGHNFIMRMNQAPTVGFEQDVGSRTTHHFMYPESAKNLPANVSFVLVPFKVLDLLWIASALSTGQIRFTYAPVKSFLRVDKEKVQIYNPAFFKYIHDRWTEHHGRYPSTGMLVLFFALHVCDEVNVYGFG.... Result: 0 (no interaction).